This data is from Reaction yield outcomes from USPTO patents with 853,638 reactions. The task is: Predict the reaction yield, written as a fraction of the theoretical maximum amount of product (1.0 means a 100% yield; for example, 0.34 means a 34% yield). (1) The product is [CH3:34][O:33][C:30]1[CH:29]=[CH:28][C:27]([C:26]([O:25][C@@H:11]2[C@@H:10]([CH2:9][OH:8])[O:14][C@@H:13]([N:15]3[CH:22]=[CH:21][C:19](=[O:20])[NH:18][C:16]3=[O:17])[C@@H:12]2[O:23][CH3:24])([C:35]2[CH:36]=[CH:37][CH:38]=[CH:39][CH:40]=2)[C:41]2[CH:42]=[CH:43][CH:44]=[CH:45][CH:46]=2)=[CH:32][CH:31]=1. The yield is 0.900. The reactants are [Si]([O:8][CH2:9][C@H:10]1[O:14][C@@H:13]([N:15]2[CH:22]=[CH:21][C:19](=[O:20])[NH:18][C:16]2=[O:17])[C@H:12]([O:23][CH3:24])[C@@H:11]1[O:25][C:26]([C:41]1[CH:46]=[CH:45][CH:44]=[CH:43][CH:42]=1)([C:35]1[CH:40]=[CH:39][CH:38]=[CH:37][CH:36]=1)[C:27]1[CH:32]=[CH:31][C:30]([O:33][CH3:34])=[CH:29][CH:28]=1)(C(C)(C)C)(C)C. The catalyst is C1COCC1. (2) The reactants are C([O:3][C:4]([C:6]1[N:7]=[N:8][C:9]([O:12][CH2:13][C:14]2[C:15]([C:19]3[CH:24]=[CH:23][CH:22]=[CH:21][N:20]=3)=[N:16][O:17][CH:18]=2)=[CH:10][CH:11]=1)=[O:5])C.COC(C1C=NC(OCC2C(C3C=CC(Cl)=CC=3)=NOC=2)=CN=1)=O. No catalyst specified. The product is [N:20]1[CH:21]=[CH:22][CH:23]=[CH:24][C:19]=1[C:15]1[C:14]([CH2:13][O:12][C:9]2[N:8]=[N:7][C:6]([C:4]([OH:5])=[O:3])=[CH:11][CH:10]=2)=[CH:18][O:17][N:16]=1. The yield is 0.860. (3) The reactants are [Br:1][C:2]1[CH:3]=[CH:4][C:5]([F:12])=[C:6]([CH2:8][C:9](O)=[O:10])[CH:7]=1.S(Cl)([Cl:15])=O.CN(C)C=O.CO. The yield is 1.05. The catalyst is C1(C)C=CC=CC=1. The product is [Br:1][C:2]1[CH:3]=[CH:4][C:5]([F:12])=[C:6]([CH2:8][C:9]([Cl:15])=[O:10])[CH:7]=1. (4) The reactants are [CH3:1][O:2][C:3]([C:5]1[S:9][C:8]([CH2:10]Br)=[N:7][C:6]=1[C:12]1[CH:17]=[CH:16][C:15]([O:18][CH3:19])=[CH:14][CH:13]=1)=[O:4].[F:20][C:21]1[C:29]([OH:30])=[CH:28][CH:27]=[C:26]([F:31])[C:22]=1[C:23]([NH2:25])=[O:24].C(=O)([O-])[O-].[K+].[K+]. The catalyst is CN(C=O)C. The product is [CH3:1][O:2][C:3]([C:5]1[S:9][C:8]([CH2:10][O:30][C:29]2[CH:28]=[CH:27][C:26]([F:31])=[C:22]([C:23](=[O:24])[NH2:25])[C:21]=2[F:20])=[N:7][C:6]=1[C:12]1[CH:17]=[CH:16][C:15]([O:18][CH3:19])=[CH:14][CH:13]=1)=[O:4]. The yield is 0.400. (5) The reactants are Br[C:2]1[C:7]2[N:8]=[C:9]([C:11]3[C:16]([Cl:17])=[CH:15][CH:14]=[CH:13][C:12]=3[Cl:18])[NH:10][C:6]=2[CH:5]=[CH:4][N:3]=1.[N:19]1[CH:24]=[CH:23][CH:22]=[CH:21][C:20]=1[NH2:25].C([O-])([O-])=O.[Cs+].[Cs+]. The catalyst is O1CCOCC1.COCCOC.C1C=CC(/C=C/C(/C=C/C2C=CC=CC=2)=O)=CC=1.C1C=CC(/C=C/C(/C=C/C2C=CC=CC=2)=O)=CC=1.C1C=CC(/C=C/C(/C=C/C2C=CC=CC=2)=O)=CC=1.[Pd].[Pd].CC1(C)C2C(=C(P(C3C=CC=CC=3)C3C=CC=CC=3)C=CC=2)OC2C(P(C3C=CC=CC=3)C3C=CC=CC=3)=CC=CC1=2. The product is [Cl:18][C:12]1[CH:13]=[CH:14][CH:15]=[C:16]([Cl:17])[C:11]=1[CH:9]1[NH:8][C:7]2=[CH:6][CH:5]=[CH:4][N:3]([NH:25][C:20]3[CH:21]=[CH:22][CH:23]=[CH:24][N:19]=3)[C:2]2=[N:10]1. The yield is 0.240.